From a dataset of NCI-60 drug combinations with 297,098 pairs across 59 cell lines. Regression. Given two drug SMILES strings and cell line genomic features, predict the synergy score measuring deviation from expected non-interaction effect. (1) Drug 1: CCCCC(=O)OCC(=O)C1(CC(C2=C(C1)C(=C3C(=C2O)C(=O)C4=C(C3=O)C=CC=C4OC)O)OC5CC(C(C(O5)C)O)NC(=O)C(F)(F)F)O. Drug 2: CC(C)CN1C=NC2=C1C3=CC=CC=C3N=C2N. Cell line: PC-3. Synergy scores: CSS=39.5, Synergy_ZIP=-7.26, Synergy_Bliss=-8.43, Synergy_Loewe=-8.48, Synergy_HSA=-9.54. (2) Drug 1: C1=CN(C(=O)N=C1N)C2C(C(C(O2)CO)O)O.Cl. Drug 2: CC1=C(C(CCC1)(C)C)C=CC(=CC=CC(=CC(=O)O)C)C. Cell line: HOP-92. Synergy scores: CSS=29.5, Synergy_ZIP=-5.95, Synergy_Bliss=-1.73, Synergy_Loewe=-4.48, Synergy_HSA=3.06. (3) Synergy scores: CSS=24.6, Synergy_ZIP=-6.73, Synergy_Bliss=-0.428, Synergy_Loewe=-3.72, Synergy_HSA=-3.58. Cell line: NCI-H460. Drug 2: CCC1(CC2CC(C3=C(CCN(C2)C1)C4=CC=CC=C4N3)(C5=C(C=C6C(=C5)C78CCN9C7C(C=CC9)(C(C(C8N6C)(C(=O)OC)O)OC(=O)C)CC)OC)C(=O)OC)O.OS(=O)(=O)O. Drug 1: C1CC(C1)(C(=O)O)C(=O)O.[NH2-].[NH2-].[Pt+2].